From a dataset of CYP2C19 inhibition data for predicting drug metabolism from PubChem BioAssay. Regression/Classification. Given a drug SMILES string, predict its absorption, distribution, metabolism, or excretion properties. Task type varies by dataset: regression for continuous measurements (e.g., permeability, clearance, half-life) or binary classification for categorical outcomes (e.g., BBB penetration, CYP inhibition). Dataset: cyp2c19_veith. (1) The molecule is O=C(c1ccncc1)N1CCC2(CC1)CCN(c1ncccn1)CC2. The result is 1 (inhibitor). (2) The molecule is CC(C)C(NS(=O)(=O)c1cccs1)C(=O)NCCN1CCN(c2ccccc2)CC1. The result is 1 (inhibitor). (3) The molecule is Cc1ccc2nc3nc4ccc[nH]c4cc3c2c1. The result is 0 (non-inhibitor). (4) The compound is NC[C@H]1O[C@@H](n2cnc3c(=O)[nH]c(N)nc32)[C@@H](O)[C@@H]1O. The result is 0 (non-inhibitor). (5) The compound is O=C(CSc1nc2ccccc2[nH]1)Nc1c(F)cccc1F. The result is 1 (inhibitor). (6) The drug is COc1ccc2c(c1OC)C(=O)N(C(C)C(=O)O)C2=O. The result is 0 (non-inhibitor). (7) The compound is O=C1c2ccccc2CCC12N=NCC2c1ccc(Cl)cc1. The result is 1 (inhibitor).